From a dataset of Retrosynthesis with 50K atom-mapped reactions and 10 reaction types from USPTO. Predict the reactants needed to synthesize the given product. (1) Given the product CC(C)C(=O)Nc1cccc(C2CCN(CC[C@@H](Oc3ccccc3[N+](=O)[O-])c3ccccc3)CC2)c1, predict the reactants needed to synthesize it. The reactants are: CC(C)C(=O)Nc1cccc(C2CCN(CC[C@H](O)c3ccccc3)CC2)c1.O=[N+]([O-])c1ccccc1O. (2) Given the product CCOc1cc(OC(C)C)c(F)c(C(Nc2ccc(-c3noc(C)n3)cc2)c2nc(-c3cnn(C)c3)cn2C(c2ccccc2)(c2ccccc2)c2ccccc2)c1, predict the reactants needed to synthesize it. The reactants are: CCOc1cc(OC(C)C)c(F)c(C(Nc2ccc(-c3noc(C)n3)cc2)c2nc(-c3cn[nH]c3)cn2C(c2ccccc2)(c2ccccc2)c2ccccc2)c1.CI. (3) Given the product COc1ccc(CN2Cc3c(-c4ccccc4Cl)cc(NS(=O)(=O)c4cn(C)cn4)cc3N(c3c(Cl)cccc3Cl)C2=O)cc1, predict the reactants needed to synthesize it. The reactants are: COc1ccc(CN2Cc3c(-c4ccccc4Cl)cc(N)cc3N(c3c(Cl)cccc3Cl)C2=O)cc1.Cn1cnc(S(=O)(=O)Cl)c1.